Task: Regression. Given two drug SMILES strings and cell line genomic features, predict the synergy score measuring deviation from expected non-interaction effect.. Dataset: NCI-60 drug combinations with 297,098 pairs across 59 cell lines (1) Drug 1: C1=CC(=CC=C1CCCC(=O)O)N(CCCl)CCCl. Cell line: HOP-62. Synergy scores: CSS=11.9, Synergy_ZIP=-1.62, Synergy_Bliss=-5.64, Synergy_Loewe=-6.12, Synergy_HSA=-5.52. Drug 2: CC1=C(C=C(C=C1)C(=O)NC2=CC(=CC(=C2)C(F)(F)F)N3C=C(N=C3)C)NC4=NC=CC(=N4)C5=CN=CC=C5. (2) Drug 1: C1=CC(=C2C(=C1NCCNCCO)C(=O)C3=C(C=CC(=C3C2=O)O)O)NCCNCCO. Drug 2: CN1C2=C(C=C(C=C2)N(CCCl)CCCl)N=C1CCCC(=O)O.Cl. Cell line: TK-10. Synergy scores: CSS=26.8, Synergy_ZIP=-9.45, Synergy_Bliss=-12.3, Synergy_Loewe=-43.4, Synergy_HSA=-12.8. (3) Drug 1: C1CCC(C1)C(CC#N)N2C=C(C=N2)C3=C4C=CNC4=NC=N3. Drug 2: B(C(CC(C)C)NC(=O)C(CC1=CC=CC=C1)NC(=O)C2=NC=CN=C2)(O)O. Cell line: SR. Synergy scores: CSS=54.5, Synergy_ZIP=7.45, Synergy_Bliss=7.99, Synergy_Loewe=-16.7, Synergy_HSA=7.18. (4) Drug 1: CC1=C(C(CCC1)(C)C)C=CC(=CC=CC(=CC(=O)O)C)C. Drug 2: C1CC(C1)(C(=O)O)C(=O)O.[NH2-].[NH2-].[Pt+2]. Cell line: MCF7. Synergy scores: CSS=18.1, Synergy_ZIP=-7.19, Synergy_Bliss=-4.70, Synergy_Loewe=0.437, Synergy_HSA=0.884. (5) Drug 1: CCC1=C2CN3C(=CC4=C(C3=O)COC(=O)C4(CC)O)C2=NC5=C1C=C(C=C5)O. Drug 2: CC(C)(C#N)C1=CC(=CC(=C1)CN2C=NC=N2)C(C)(C)C#N. Cell line: SF-295. Synergy scores: CSS=48.6, Synergy_ZIP=0.0682, Synergy_Bliss=1.82, Synergy_Loewe=-43.7, Synergy_HSA=-0.261.